This data is from Full USPTO retrosynthesis dataset with 1.9M reactions from patents (1976-2016). The task is: Predict the reactants needed to synthesize the given product. (1) Given the product [C@H:21]1([NH:30][C:31]2[CH:40]=[CH:39][C:38]3[C:33](=[CH:34][CH:35]=[C:36]([NH:41][C:1]([N:17]4[CH2:18][CH2:19][C:14]([OH:20])([CH3:13])[CH2:15][CH2:16]4)=[O:12])[CH:37]=3)[N:32]=2)[C:29]2[C:24](=[CH:25][CH:26]=[CH:27][CH:28]=2)[CH2:23][CH2:22]1, predict the reactants needed to synthesize it. The reactants are: [C:1](=[O:12])(OC(Cl)(Cl)Cl)OC(Cl)(Cl)Cl.[CH3:13][C:14]1([OH:20])[CH2:19][CH2:18][NH:17][CH2:16][CH2:15]1.[C@H:21]1([NH:30][C:31]2[CH:40]=[CH:39][C:38]3[C:33](=[CH:34][CH:35]=[C:36]([NH2:41])[CH:37]=3)[N:32]=2)[C:29]2[C:24](=[CH:25][CH:26]=[CH:27][CH:28]=2)[CH2:23][CH2:22]1. (2) Given the product [Br:1][C:2]1[CH:3]=[C:4]([CH:5]=[CH:16][C:14]([O:13][CH2:11][CH3:12])=[O:15])[CH:7]=[CH:8][C:9]=1[F:10], predict the reactants needed to synthesize it. The reactants are: [Br:1][C:2]1[CH:3]=[C:4]([CH:7]=[CH:8][C:9]=1[F:10])[CH2:5]O.[CH2:11]([O:13][C:14]([CH:16]=[PH3])=[O:15])[CH3:12]. (3) The reactants are: [C:1]([CH2:3][C:4]([OH:6])=O)#[N:2].[CH3:7][O:8][C:9]1[CH:29]=[CH:28][C:12]([O:13][C:14]2[CH:27]=[CH:26][C:17]([CH2:18][NH:19][C:20]([C:22]3([NH2:25])[CH2:24][CH2:23]3)=[O:21])=[CH:16][CH:15]=2)=[C:11]([C:30]([F:33])([F:32])[F:31])[CH:10]=1. Given the product [CH3:7][O:8][C:9]1[CH:29]=[CH:28][C:12]([O:13][C:14]2[CH:27]=[CH:26][C:17]([CH2:18][NH:19][C:20]([C:22]3([NH:25][C:4](=[O:6])[CH2:3][C:1]#[N:2])[CH2:23][CH2:24]3)=[O:21])=[CH:16][CH:15]=2)=[C:11]([C:30]([F:31])([F:32])[F:33])[CH:10]=1, predict the reactants needed to synthesize it. (4) Given the product [CH3:16][O:17][C:18]1[C:19]([O:28][CH3:29])=[C:20]([O:26][CH3:27])[C:21]([O:24][CH3:25])=[CH:22][C:23]=1[CH:9]=[O:10], predict the reactants needed to synthesize it. The reactants are: CN([CH:9]=[O:10])C1C=CC=CC=1.O=P(Cl)(Cl)Cl.[CH3:16][O:17][C:18]1[CH:23]=[CH:22][C:21]([O:24][CH3:25])=[C:20]([O:26][CH3:27])[C:19]=1[O:28][CH3:29]. (5) Given the product [Cl:38][C:33]1[CH:34]=[CH:35][CH:36]=[CH:37][C:32]=1[CH2:31][N:21]1[C:22]2[CH:23]=[CH:24][CH:25]=[CH:26][C:27]=2[C:28]2[N:29]([CH3:30])[C:17]([C:15]([NH:14][CH:11]3[CH2:10][CH2:9][N:8]([C:6](=[O:7])[CH2:5][OH:4])[CH2:13][CH2:12]3)=[O:16])=[C:18]([O:40][CH3:41])[C:19]=2[C:20]1=[O:39], predict the reactants needed to synthesize it. The reactants are: C([O:4][CH2:5][C:6]([N:8]1[CH2:13][CH2:12][CH:11]([NH:14][C:15]([C:17]2[N:29]([CH3:30])[C:28]3[C:27]4[CH:26]=[CH:25][CH:24]=[CH:23][C:22]=4[N:21]([CH2:31][C:32]4[CH:37]=[CH:36][CH:35]=[CH:34][C:33]=4[Cl:38])[C:20](=[O:39])[C:19]=3[C:18]=2[O:40][CH3:41])=[O:16])[CH2:10][CH2:9]1)=[O:7])(=O)C.C(=O)([O-])[O-].[K+].[K+].CO.O. (6) Given the product [OH:1][C:2]1[CH:10]=[CH:9][C:8]([O:11][C:12]2[CH:13]=[CH:14][CH:15]=[CH:16][CH:17]=2)=[CH:7][C:3]=1[C:4]#[N:5], predict the reactants needed to synthesize it. The reactants are: [OH:1][C:2]1[CH:10]=[CH:9][C:8]([O:11][C:12]2[CH:17]=[CH:16][CH:15]=[CH:14][CH:13]=2)=[CH:7][C:3]=1[CH:4]=[N:5]O.